Dataset: Experimentally validated miRNA-target interactions with 360,000+ pairs, plus equal number of negative samples. Task: Binary Classification. Given a miRNA mature sequence and a target amino acid sequence, predict their likelihood of interaction. (1) The miRNA is hsa-miR-561-3p with sequence CAAAGUUUAAGAUCCUUGAAGU. The protein sequence of the target gene is MERRRITSARRSYASETVVRGLGPSRQLGTMPRFSLSRMTPPLPARVDFSLAGALNAGFKETRASERAEMMELNDRFASYIEKVRFLEQQNKALAAELNQLRAKEPTKLADVYQAELRELRLRLDQLTANSARLEVERDNFAQDLGTLRQKLQDETNLRLEAENNLAAYRQEADEATLARVDLERKVESLEEEIQFLRKIYEEEVRELREQLAQQQVHVEMDVAKPDLTAALREIRTQYEAVATSNMQETEEWYRSKFADLTDAASRNAELLRQAKHEANDYRRQLQALTCDLESLRGTN.... Result: 0 (no interaction). (2) The miRNA is hsa-miR-202-3p with sequence AGAGGUAUAGGGCAUGGGAA. The protein sequence of the target gene is MDGAVMEGPLFLQSQRFGTKRWRKTWAVLYPASPHGVARLEFFDHKGSSSGGGRGSSRRLDCKVIRLAECVSVAPVTVETPPEPGATAFRLDTAQRSHLLAADAPSSAAWVQTLCRNAFPKGSWTLAPTDNPPKLSALEMLENSLYSPTWEGSQFWVTVQRTEAAERCGLHGSYVLRVEAERLTLLTVGAQSQILEPLLSWPYTLLRRYGRDKVMFSFEAGRRCPSGPGTFTFQTAQGNDIFQAVETAIHRQKAQGKAGQGHDVLRADSHEGEVAEGKLPSPPGPQELLDSPPALYAEPL.... Result: 0 (no interaction). (3) The miRNA is hsa-miR-4486 with sequence GCUGGGCGAGGCUGGCA. The protein sequence of the target gene is MAAVPELLEQQEEDRSKLRSVSVDLNVDPSLQIDIPDALSERDKVKFTVHTKTTLSTFQSPEFSVTRQHEDFVWLHDTLTETTDYAGLIIPPAPTKPDFDGPREKMQKLGEGEGSMTKEEFAKMKQELEAEYLAVFKKTVSTHEVFLQRLSSHPVLSKDRNFHVFLEYDQDLSVRRKNTKEMFGGFFKSVVKSADEVLFSGVKEVDDFFEQEKNFLINYYNRIKDSCAKADKMTRSHKNVADDYIHTAACLHSLALEEPTVIKKYLLKVAELFEKLRKVEGRVSSDEDLKLTELLRYYML.... Result: 0 (no interaction). (4) The miRNA is hsa-miR-887-5p with sequence CUUGGGAGCCCUGUUAGACUC. The protein sequence of the target gene is MYGRPQAEMEQEAGELSRWQAAHQAAQDNENSAPILNMSSSSGSSGVHTSWNQGLPSIQHFPHSAEMLGSPLVSVEAPGQNVNEGGPQFSMPLPERGMSYCPQATLTPSRMIYCQRMSPPQQEMTIFSGPQLMPVGEPNIPRVARPFGGNLRMPPNGLPVSASTGIPIMSHTGNPPVPYPGLSTVPSDETLLGPTVPSTEAQAVLPSMAQMLPPQDAHDLGMPPAESQSLLVLGSQDSLVSQPDSQEGPFLPEQPGPAPQTVEKNSRPQEGTGRRGSSEARPYCCNYENCGKAYTKRSHL.... Result: 1 (interaction). (5) Result: 1 (interaction). The protein sequence of the target gene is MAEVKVKVQPPDADPVEIENRIIELCHQFPHGITDQVIQNEMPHIEAQQRAVAINRLLSMGQLDLLRSNTGLLYRIKDSQNAGKMKGSDNQEKLVYQIIEDAGNKGIWSRDIRYKSNLPLTEINKILKNLESKKLIKAVKSVAASKKKVYMLYNLQPDRSVTGGAWYSDQDFESEFVEVLNQQCFKFLQSKAETARESKQNPMIQRNSSFASSHEVWKYICELGISKVELSMEDIETILNTLIYDGKVEMTIIAAKEGTVGSVDGHMKLYRAVNPIIPPTGLVRAPCGLCPVFDDCHEGG.... The miRNA is hsa-miR-4470 with sequence UGGCAAACGUGGAAGCCGAGA.